From a dataset of Forward reaction prediction with 1.9M reactions from USPTO patents (1976-2016). Predict the product of the given reaction. (1) The product is: [CH3:19][O:18][C:17]1[C:8]([O:7][CH3:6])=[C:9]([C:3]([OH:5])=[O:1])[C:10]2[C:15]([CH:16]=1)=[CH:14][CH:13]=[CH:12][CH:11]=2. Given the reactants [OH-:1].[K+].[CH2:3]([OH:5])C.[CH3:6][O:7][C:8]1[CH:9]=[C:10]2[C:15](=[CH:16][C:17]=1[O:18][CH3:19])[C:14](C#N)=[CH:13][CH:12]=[CH:11]2.CO, predict the reaction product. (2) Given the reactants [CH2:1]([O:3][C:4]([C:6]1[CH:7]=[N:8][N:9]([C:12]2[CH:17]=[C:16]([CH3:18])[C:15](N)=[CH:14][N:13]=2)[C:10]=1[CH3:11])=[O:5])[CH3:2].N([O-])=O.[Na+].[I-:24].[K+].C(=O)([O-])[O-].[Na+].[Na+], predict the reaction product. The product is: [CH2:1]([O:3][C:4]([C:6]1[CH:7]=[N:8][N:9]([C:12]2[CH:17]=[C:16]([CH3:18])[C:15]([I:24])=[CH:14][N:13]=2)[C:10]=1[CH3:11])=[O:5])[CH3:2]. (3) Given the reactants [CH2:1]([N:8]1[C:16]2[CH2:15][CH2:14][NH:13][CH2:12][C:11]=2[C:10]([C:17]2[CH:22]=[CH:21][C:20]([Cl:23])=[CH:19][CH:18]=2)=[CH:9]1)[C:2]1[CH:7]=[CH:6][CH:5]=[CH:4][CH:3]=1.[CH3:24][C:25]([CH3:27])=O, predict the reaction product. The product is: [CH2:1]([N:8]1[C:16]2[CH2:15][CH2:14][N:13]([CH:25]([CH3:27])[CH3:24])[CH2:12][C:11]=2[C:10]([C:17]2[CH:18]=[CH:19][C:20]([Cl:23])=[CH:21][CH:22]=2)=[CH:9]1)[C:2]1[CH:3]=[CH:4][CH:5]=[CH:6][CH:7]=1. (4) Given the reactants [CH3:1][O:2][C:3]([C:5]1[CH:10]=[N:9][C:8]([CH:11]=O)=[CH:7][N:6]=1)=[O:4].[NH:13]1[CH2:18][CH2:17][O:16][CH2:15][CH2:14]1, predict the reaction product. The product is: [CH3:1][O:2][C:3]([C:5]1[CH:10]=[N:9][C:8]([CH2:11][N:13]2[CH2:18][CH2:17][O:16][CH2:15][CH2:14]2)=[CH:7][N:6]=1)=[O:4].